Dataset: Reaction yield outcomes from USPTO patents with 853,638 reactions. Task: Predict the reaction yield, written as a fraction of the theoretical maximum amount of product (1.0 means a 100% yield; for example, 0.34 means a 34% yield). (1) The reactants are [O:1]=[C:2]1[C@H:7]2[CH2:8][C@H:4]([CH:5]=[CH:6]2)[N:3]1[C:9]([O:11][C:12]([CH3:15])([CH3:14])[CH3:13])=[O:10].[OH2:16].C[N+]1([O-])CC[O:21]CC1.S(=O)(O)[O-].[Na+]. The catalyst is CC(C)=O.[Os](=O)(=O)(=O)=O. The product is [OH:16][C@H:6]1[C@@H:5]([OH:21])[C@H:4]2[CH2:8][C@@H:7]1[C:2](=[O:1])[N:3]2[C:9]([O:11][C:12]([CH3:15])([CH3:14])[CH3:13])=[O:10]. The yield is 0.720. (2) The reactants are [CH3:1][S:2][C:3]1[S:4][C:5]2[CH:11]=[C:10]([C:12](OCC)=[O:13])[CH:9]=[CH:8][C:6]=2[N:7]=1.[H-].C([Al+]CC(C)C)C(C)C.C(C(C(C([O-])=O)O)O)([O-])=O.[Na+].[K+]. The catalyst is C(Cl)Cl. The product is [CH3:1][S:2][C:3]1[S:4][C:5]2[CH:11]=[C:10]([CH2:12][OH:13])[CH:9]=[CH:8][C:6]=2[N:7]=1. The yield is 0.760. (3) The reactants are [CH3:1][O:2][C:3]1[CH:4]=[C:5]([CH:24]=[CH:25][C:26]=1[O:27][CH3:28])[CH2:6][CH2:7][C:8]1[S:9][C:10]2[N:11]=[C:12]([NH2:23])[N:13]=[C:14]([N:17]3[CH2:22][CH2:21][NH:20][CH2:19][CH2:18]3)[C:15]=2[N:16]=1.[CH3:29][O:30][C:31]1[CH:41]=[CH:40][C:34]([O:35][CH2:36][C:37](O)=[O:38])=[CH:33][CH:32]=1. No catalyst specified. The product is [NH2:23][C:12]1[N:13]=[C:14]([N:17]2[CH2:18][CH2:19][N:20]([C:37](=[O:38])[CH2:36][O:35][C:34]3[CH:40]=[CH:41][C:31]([O:30][CH3:29])=[CH:32][CH:33]=3)[CH2:21][CH2:22]2)[C:15]2[N:16]=[C:8]([CH2:7][CH2:6][C:5]3[CH:24]=[CH:25][C:26]([O:27][CH3:28])=[C:3]([O:2][CH3:1])[CH:4]=3)[S:9][C:10]=2[N:11]=1. The yield is 0.710.